This data is from Forward reaction prediction with 1.9M reactions from USPTO patents (1976-2016). The task is: Predict the product of the given reaction. (1) The product is: [C:17]([C:16]1[C:15]2[CH:23]=[CH:24][CH:25]=[CH:26][C:14]=2[O:13][C:12]=1[C:7]1[CH:8]=[C:9]2[C:4](=[CH:5][CH:6]=1)[CH:3]=[C:2]([O:1][CH2:30][C:31]#[N:32])[CH:11]=[CH:10]2)(=[O:22])[CH2:18][CH2:19][CH2:20][CH3:21]. Given the reactants [OH:1][C:2]1[CH:3]=[C:4]2[C:9](=[CH:10][CH:11]=1)[CH:8]=[C:7]([C:12]1[O:13][C:14]3[CH:26]=[CH:25][CH:24]=[CH:23][C:15]=3[C:16]=1[C:17](=[O:22])[CH2:18][CH2:19][CH2:20][CH3:21])[CH:6]=[CH:5]2.[H-].[Na+].Br[CH2:30][C:31]#[N:32], predict the reaction product. (2) Given the reactants [CH3:1][O:2][CH:3]([O:8][CH3:9])[C:4](=O)[CH:5]=[CH2:6].O.[NH2:11][NH2:12].[Cl-].[Na+], predict the reaction product. The product is: [CH3:1][O:2][CH:3]([O:8][CH3:9])[C:4]1[CH:5]=[CH:6][NH:12][N:11]=1. (3) Given the reactants [CH3:1][C:2]([Si:5](Cl)([CH3:7])[CH3:6])([CH3:4])[CH3:3].CN(C)C=O.N1C=CN=C1.[Cl:19][C:20]1[CH:25]=[C:24]([Cl:26])[C:23]([I:27])=[CH:22][C:21]=1[OH:28], predict the reaction product. The product is: [C:2]([Si:5]([O:28][C:21]1[CH:22]=[C:23]([I:27])[C:24]([Cl:26])=[CH:25][C:20]=1[Cl:19])([CH3:7])[CH3:6])([CH3:4])([CH3:3])[CH3:1]. (4) Given the reactants Br[CH2:2][C:3]1[CH:4]=[C:5]2[C:10](=[CH:11][CH:12]=1)[N:9]=[C:8]([Cl:13])[CH:7]=[CH:6]2.[F:14][C:15]1[CH:16]=[C:17]([OH:29])[CH:18]=[C:19]([C:21]2([O:27][CH3:28])[CH2:26][CH2:25][O:24][CH2:23][CH2:22]2)[CH:20]=1.C(=O)([O-])[O-].[Cs+].[Cs+], predict the reaction product. The product is: [Cl:13][C:8]1[CH:7]=[CH:6][C:5]2[C:10](=[CH:11][CH:12]=[C:3]([CH2:2][O:29][C:17]3[CH:18]=[C:19]([C:21]4([O:27][CH3:28])[CH2:22][CH2:23][O:24][CH2:25][CH2:26]4)[CH:20]=[C:15]([F:14])[CH:16]=3)[CH:4]=2)[N:9]=1. (5) Given the reactants [CH2:1]([O:3][C:4]([C:6]1[C:14]2[N:13]=[C:12]([NH2:15])[NH:11][C:10]=2[CH:9]=[C:8](SCC)[CH:7]=1)=[O:5])[CH3:2].[CH:19]1C=C(Cl)C=C(C(OO)=O)[CH:20]=1.C([O-])(O)=O.[Na+].[O-:35][S:36]([O-:39])(=S)=O.[Na+].[Na+], predict the reaction product. The product is: [CH2:1]([O:3][C:4]([C:6]1[C:14]2[N:13]=[C:12]([NH2:15])[NH:11][C:10]=2[CH:9]=[C:8]([S:36]([CH2:19][CH3:20])(=[O:39])=[O:35])[CH:7]=1)=[O:5])[CH3:2]. (6) Given the reactants CS(O[CH2:6][CH2:7][CH2:8][N:9]1[C:13]2=[N:14][CH:15]=[CH:16][C:17]([CH2:18][CH2:19][C:20]3[CH:25]=[CH:24][C:23]([O:26][C:27](=[O:32])[C:28]([CH3:31])([CH3:30])[CH3:29])=[CH:22][CH:21]=3)=[C:12]2[C:11]([O:33][C@@H:34]2[O:60][C@H:59]([CH2:61][O:62][C:63](=[O:68])[C:64]([CH3:67])([CH3:66])[CH3:65])[C@@H:51]([O:52][C:53](=[O:58])[C:54]([CH3:57])([CH3:56])[CH3:55])[C@H:43]([O:44][C:45](=[O:50])[C:46]([CH3:49])([CH3:48])[CH3:47])[C@H:35]2[O:36][C:37](=[O:42])[C:38]([CH3:41])([CH3:40])[CH3:39])=[N:10]1)(=O)=O.[N-:69]=[N+:70]=[N-:71].[Na+].O, predict the reaction product. The product is: [N:69]([CH2:6][CH2:7][CH2:8][N:9]1[C:13]2=[N:14][CH:15]=[CH:16][C:17]([CH2:18][CH2:19][C:20]3[CH:25]=[CH:24][C:23]([O:26][C:27](=[O:32])[C:28]([CH3:31])([CH3:30])[CH3:29])=[CH:22][CH:21]=3)=[C:12]2[C:11]([O:33][C@@H:34]2[O:60][C@H:59]([CH2:61][O:62][C:63](=[O:68])[C:64]([CH3:67])([CH3:66])[CH3:65])[C@@H:51]([O:52][C:53](=[O:58])[C:54]([CH3:57])([CH3:56])[CH3:55])[C@H:43]([O:44][C:45](=[O:50])[C:46]([CH3:47])([CH3:48])[CH3:49])[C@H:35]2[O:36][C:37](=[O:42])[C:38]([CH3:39])([CH3:40])[CH3:41])=[N:10]1)=[N+:70]=[N-:71].